This data is from Forward reaction prediction with 1.9M reactions from USPTO patents (1976-2016). The task is: Predict the product of the given reaction. (1) Given the reactants [NH2:1][C:2]1[CH:7]=[CH:6][CH:5]=[CH:4][CH:3]=1.S([O-])([O-])(=O)=O.[Mg+2].[CH3:14][C:15]([CH3:28])([CH3:27])[C:16]([O:18][CH2:19][N:20]1[CH:24]=[CH:23][N:22]=[C:21]1[CH:25]=O)=[O:17].FC(F)(F)S([O-])(=O)=O.FC(F)(F)S([O-])(=O)=O.FC(F)(F)S([O-])(=O)=O.[Dy+3].[N:54]1([C:59]([O:61][C:62]([CH3:65])([CH3:64])[CH3:63])=[O:60])[CH:58]=[CH:57][CH2:56][CH2:55]1, predict the reaction product. The product is: [CH3:14][C:15]([CH3:28])([CH3:27])[C:16]([O:18][CH2:19][N:20]1[CH:24]=[CH:23][N:22]=[C:21]1[C@H:25]1[C@H:57]2[CH2:56][CH2:55][N:54]([C:59]([O:61][C:62]([CH3:65])([CH3:64])[CH3:63])=[O:60])[C@H:58]2[C:3]2[CH:4]=[CH:5][CH:6]=[CH:7][C:2]=2[NH:1]1)=[O:17]. (2) The product is: [Cl:10][C:11]1[CH:12]=[C:13]([N:18]2[C:22]([C:23]3[CH:24]=[N:25][CH:26]=[C:27]([O:29][CH3:30])[CH:28]=3)=[CH:21][C:20]([C:31]([N:39]3[CH2:38][CH2:37][NH:36][C:35](=[O:34])[CH2:40]3)=[O:32])=[N:19]2)[CH:14]=[CH:15][C:16]=1[F:17]. Given the reactants C(N(CC)C(C)C)(C)C.[Cl:10][C:11]1[CH:12]=[C:13]([N:18]2[C:22]([C:23]3[CH:24]=[N:25][CH:26]=[C:27]([O:29][CH3:30])[CH:28]=3)=[CH:21][C:20]([C:31](O)=[O:32])=[N:19]2)[CH:14]=[CH:15][C:16]=1[F:17].[O:34]=[C:35]1[CH2:40][NH:39][CH2:38][CH2:37][NH:36]1.CN(C(ON1N=NC2C=CC=NC1=2)=[N+](C)C)C.F[P-](F)(F)(F)(F)F, predict the reaction product. (3) Given the reactants [Br:1][C:2]1[CH:3]=[CH:4][C:5]2[O:10][CH2:9][C@H:8]([CH2:11][OH:12])[O:7][C:6]=2[CH:13]=1.[C:14]1(O)[CH:19]=[CH:18][CH:17]=[CH:16][CH:15]=1.C1(P(C2C=CC=CC=2)C2C=CC=CC=2)C=CC=CC=1.CCOC(/N=N/C(OCC)=O)=O, predict the reaction product. The product is: [Br:1][C:2]1[CH:3]=[CH:4][C:5]2[O:10][CH2:9][C@H:8]([CH2:11][O:12][C:14]3[CH:19]=[CH:18][CH:17]=[CH:16][CH:15]=3)[O:7][C:6]=2[CH:13]=1. (4) Given the reactants [OH:1][C:2]1[CH:3]=[C:4]([CH:7]=[CH:8][CH:9]=1)[CH2:5][NH2:6].C(N(CC)CC)C.[O:17](C(OC(C)(C)C)=O)[C:18]([O:20][C:21]([CH3:24])([CH3:23])[CH3:22])=O, predict the reaction product. The product is: [C:21]([O:20][C:18](=[O:17])[NH:6][CH2:5][C:4]1[CH:7]=[CH:8][CH:9]=[C:2]([OH:1])[CH:3]=1)([CH3:24])([CH3:23])[CH3:22]. (5) Given the reactants [Br:1][C:2]1[CH:7]=[CH:6][C:5]([OH:8])=[C:4]([F:9])[CH:3]=1.O[CH2:11][CH2:12][N:13]1[CH2:18][CH2:17][O:16][CH2:15][CH2:14]1.C1(P(C2C=CC=CC=2)C2C=CC=CC=2)C=CC=CC=1.N(C(OCC)=O)=NC(OCC)=O, predict the reaction product. The product is: [Br:1][C:2]1[CH:7]=[CH:6][C:5]([O:8][CH2:11][CH2:12][N:13]2[CH2:18][CH2:17][O:16][CH2:15][CH2:14]2)=[C:4]([F:9])[CH:3]=1.